Dataset: Forward reaction prediction with 1.9M reactions from USPTO patents (1976-2016). Task: Predict the product of the given reaction. (1) Given the reactants [CH:1](=[O:19])[CH2:2][CH2:3][CH2:4][CH2:5][CH2:6][CH2:7][CH2:8][CH2:9][CH2:10][CH2:11][CH2:12][CH2:13][CH2:14][CH2:15][CH2:16][CH2:17][CH3:18].[N+:20]([CH3:23])([O-:22])=[O:21], predict the reaction product. The product is: [N+:20]([CH2:23][CH:1]([OH:19])[CH2:2][CH2:3][CH2:4][CH2:5][CH2:6][CH2:7][CH2:8][CH2:9][CH2:10][CH2:11][CH2:12][CH2:13][CH2:14][CH2:15][CH2:16][CH2:17][CH3:18])([O-:22])=[O:21]. (2) Given the reactants [CH3:1][O:2][CH:3]([O:9][CH3:10])[CH2:4][C:5]([O:7][CH3:8])=[O:6].[CH:11](OC)=[O:12].[H-].[Na+:16], predict the reaction product. The product is: [CH3:1][O:2][CH:3]([O:9][CH3:10])/[C:4](/[C:5]([O:7][CH3:8])=[O:6])=[CH:11]/[O-:12].[Na+:16]. (3) Given the reactants FC1C(F)=C2[O:9]C[C@H](C)N3C=C(C(O)=O)C(=O)C(C=1)=C23.CN1CCNCC1.[CH3:28][C@@H:29]1[N:50]2[C:33]3[C:34]([C:46]([C:48]([C:51]([OH:53])=[O:52])=[CH:49]2)=[O:47])=[CH:35][C:36]([F:45])=[C:37]([N:38]2[CH2:43][CH2:42][N:41]([CH3:44])[CH2:40][CH2:39]2)[C:32]=3[O:31][CH2:30]1.O, predict the reaction product. The product is: [CH3:28][C@@H:29]1[N:50]2[CH:49]=[C:48]([C:51]([OH:53])=[O:52])[C:46]([C:34]3=[CH:35][C:36]([F:45])=[C:37]([N:38]4[CH2:43][CH2:42][N:41]([CH3:44])[CH2:40][CH2:39]4)[C:32](=[C:33]23)[O:31][CH2:30]1)=[O:47].[CH3:28][C@@H:29]1[N:50]2[CH:49]=[C:48]([C:51]([OH:53])=[O:52])[C:46]([C:34]3=[CH:35][C:36]([F:45])=[C:37]([N:38]4[CH2:43][CH2:42][N:41]([CH3:44])[CH2:40][CH2:39]4)[C:32](=[C:33]23)[O:31][CH2:30]1)=[O:47].[OH2:9]. (4) Given the reactants [CH2:1]([NH:5][C:6]1[N:14]=[C:13]2[C:9]([N:10]=[C:11]([O:25][CH3:26])[N:12]2[CH2:15][CH2:16][CH2:17][N:18]2[CH2:23][CH2:22][N:21]([CH3:24])[CH2:20][CH2:19]2)=[C:8]([NH2:27])[N:7]=1)[CH2:2][CH2:3][CH3:4].C(NC1N=C2C(N=C(OC)N2CCCCl)=C(N)N=1)CCC.[CH:49]1(N2CCNCC2)[CH2:54][CH2:53]C[CH2:51][CH2:50]1, predict the reaction product. The product is: [CH2:1]([NH:5][C:6]1[N:14]=[C:13]2[C:9]([N:10]=[C:11]([O:25][CH3:26])[N:12]2[CH2:15][CH2:16][CH2:17][N:18]2[CH2:19][CH2:20][N:21]([CH:24]3[CH2:53][CH2:54][CH2:49][CH2:50][CH2:51]3)[CH2:22][CH2:23]2)=[C:8]([NH2:27])[N:7]=1)[CH2:2][CH2:3][CH3:4]. (5) Given the reactants C([O:5][C:6](=[O:27])[CH2:7][NH:8][C:9]([C:11]1[C:23](=[O:24])[N:22]([CH3:25])[C:14]2[N:15]=[N:16][C:17]([C:19]([OH:21])=[O:20])=[CH:18][C:13]=2[C:12]=1[OH:26])=[O:10])(C)(C)C.ClC1N=NC2N(C)C(=O)C(C(NCC(OC(C)(C)C)=O)=O)=C(O)C=2C=1, predict the reaction product. The product is: [C:6]([CH2:7][NH:8][C:9]([C:11]1[C:23](=[O:24])[N:22]([CH3:25])[C:14]2[N:15]=[N:16][C:17]([C:19]([OH:21])=[O:20])=[CH:18][C:13]=2[C:12]=1[OH:26])=[O:10])([OH:27])=[O:5]. (6) Given the reactants [NH:1]1[CH2:6][CH2:5][CH:4]([C:7]2[O:11][N:10]=[C:9]([CH2:12][N:13]([CH2:26][C:27]([F:30])([F:29])[F:28])[C:14]3[CH:21]=[CH:20][C:17]([C:18]#[N:19])=[C:16]([C:22]([F:25])([F:24])[F:23])[CH:15]=3)[N:8]=2)[CH2:3][CH2:2]1.C=O.[C:33](O)(=O)C.C([BH3-])#N.[Na+], predict the reaction product. The product is: [CH3:33][N:1]1[CH2:2][CH2:3][CH:4]([C:7]2[O:11][N:10]=[C:9]([CH2:12][N:13]([CH2:26][C:27]([F:30])([F:28])[F:29])[C:14]3[CH:21]=[CH:20][C:17]([C:18]#[N:19])=[C:16]([C:22]([F:25])([F:24])[F:23])[CH:15]=3)[N:8]=2)[CH2:5][CH2:6]1. (7) Given the reactants Br[CH2:2][CH2:3][CH2:4][CH2:5][CH2:6][C:7]([OH:9])=[O:8].[N-:10]=[N+:11]=[N-:12].[Na+].C(Cl)Cl, predict the reaction product. The product is: [N:10]([CH2:2][CH2:3][CH2:4][CH2:5][CH2:6][C:7]([OH:9])=[O:8])=[N+:11]=[N-:12].